Dataset: Forward reaction prediction with 1.9M reactions from USPTO patents (1976-2016). Task: Predict the product of the given reaction. (1) Given the reactants [N:1]12CCCN=[C:7]1CCCC[CH2:2]2.[C:12]([O:16][CH2:17][CH3:18])(=[O:15])[CH:13]=[O:14].S(C[N+]#[C-])(C1C=CC(C)=CC=1)(=O)=O, predict the reaction product. The product is: [O:14]1[C:13]([C:12]([O:16][CH2:17][CH3:18])=[O:15])=[CH:7][N:1]=[CH:2]1. (2) Given the reactants [NH2:1][C:2]1[N:7]=[C:6]([NH:8][CH2:9][CH2:10][C:11]2[CH:16]=[CH:15][C:14]([S:17]([NH2:20])(=[O:19])=[O:18])=[CH:13][CH:12]=2)[CH:5]=[C:4](Cl)[N:3]=1.[F:22][C:23]1[C:28]([F:29])=[C:27]([F:30])[CH:26]=[CH:25][C:24]=1B(O)O, predict the reaction product. The product is: [NH2:1][C:2]1[N:7]=[C:6]([NH:8][CH2:9][CH2:10][C:11]2[CH:16]=[CH:15][C:14]([S:17]([NH2:20])(=[O:19])=[O:18])=[CH:13][CH:12]=2)[CH:5]=[C:4]([C:26]2[CH:25]=[CH:24][C:23]([F:22])=[C:28]([F:29])[C:27]=2[F:30])[N:3]=1. (3) Given the reactants [N:1]1[CH:6]=[CH:5][C:4]([CH2:7][OH:8])=[CH:3][CH:2]=1.CCN(CC)CC.[CH3:16][C:17]([Si:20](Cl)([CH3:22])[CH3:21])([CH3:19])[CH3:18], predict the reaction product. The product is: [Si:20]([O:8][CH2:7][C:4]1[CH:5]=[CH:6][N:1]=[CH:2][CH:3]=1)([C:17]([CH3:19])([CH3:18])[CH3:16])([CH3:22])[CH3:21]. (4) The product is: [Cl:1][C:2]1[CH:3]=[CH:4][C:5]([O:9][CH3:10])=[C:6]([NH:7][NH2:11])[CH:8]=1. Given the reactants [Cl:1][C:2]1[CH:3]=[CH:4][C:5]([O:9][CH3:10])=[C:6]([CH:8]=1)[NH2:7].[N:11]([O-])=O.[Na+].Cl[Sn]Cl, predict the reaction product. (5) Given the reactants [C:1]([C:3]1[CH:18]=[CH:17][C:6]([C:7]([O:9][CH2:10][C:11]2[CH:16]=[CH:15][CH:14]=[CH:13][CH:12]=2)=[O:8])=[CH:5][C:4]=1[NH:19][CH:20]1[CH2:25][CH2:24][CH2:23][CH2:22][CH2:21]1)#[N:2].C(=O)([O-])[O-:27].[K+].[K+].O, predict the reaction product. The product is: [NH2:2][C:1]([C:3]1[CH:18]=[CH:17][C:6]([C:7]([O:9][CH2:10][C:11]2[CH:16]=[CH:15][CH:14]=[CH:13][CH:12]=2)=[O:8])=[CH:5][C:4]=1[NH:19][CH:20]1[CH2:25][CH2:24][CH2:23][CH2:22][CH2:21]1)=[O:27].